Dataset: Reaction yield outcomes from USPTO patents with 853,638 reactions. Task: Predict the reaction yield, written as a fraction of the theoretical maximum amount of product (1.0 means a 100% yield; for example, 0.34 means a 34% yield). The reactants are CC([CH:5]1[CH2:10][N:9]([CH2:11][CH2:12][F:13])[CH2:8][CH2:7][N:6]1C([O-])=O)(C)C.[ClH:17].CO. The catalyst is CO. The product is [ClH:17].[ClH:17].[F:13][CH2:12][CH2:11][N:9]1[CH2:10][CH2:5][NH:6][CH2:7][CH2:8]1. The yield is 0.870.